Dataset: Full USPTO retrosynthesis dataset with 1.9M reactions from patents (1976-2016). Task: Predict the reactants needed to synthesize the given product. (1) Given the product [N+:1]([C:4]1[CH:5]=[C:6]2[C:10](=[CH:11][CH:12]=1)[N:9]([CH2:15][C:16]1[CH:21]=[CH:20][CH:19]=[CH:18][N:17]=1)[CH:8]=[CH:7]2)([O-:3])=[O:2], predict the reactants needed to synthesize it. The reactants are: [N+:1]([C:4]1[CH:5]=[C:6]2[C:10](=[CH:11][CH:12]=1)[NH:9][CH:8]=[CH:7]2)([O-:3])=[O:2].Cl.Cl[CH2:15][C:16]1[CH:21]=[CH:20][CH:19]=[CH:18][N:17]=1.C(=O)([O-])[O-].[K+].[K+].O. (2) Given the product [Br:1][C:2]1[N:7]=[C:6]([F:8])[C:5]([O:9][CH3:10])=[CH:4][CH:3]=1, predict the reactants needed to synthesize it. The reactants are: [Br:1][C:2]1[N:7]=[C:6]([F:8])[C:5]([OH:9])=[CH:4][CH:3]=1.[CH3:10][O-].[Na+].CI.O. (3) Given the product [F:18][C:19]([C:20]1[NH:32][C:15]([CH3:16])=[C:12]([C:13]#[N:14])[CH:11]([C:8]2[CH:9]=[C:10]3[C:5](=[CH:6][CH:7]=2)[NH:4][N:3]=[C:2]3[CH3:1])[C:21]=1[C:22]#[N:23])([F:27])[CH2:25][CH3:26], predict the reactants needed to synthesize it. The reactants are: [CH3:1][C:2]1[C:10]2[C:5](=[CH:6][CH:7]=[C:8](/[CH:11]=[C:12](/[C:15](=O)[CH3:16])\[C:13]#[N:14])[CH:9]=2)[NH:4][N:3]=1.[F:18][C:19]([F:27])([CH2:25][CH3:26])[C:20](=O)[CH2:21][C:22]#[N:23].C([O-])(=O)C.[NH4+:32]. (4) Given the product [Cl:14][C:13]1[C:2]([C:19]2[CH:27]=[CH:26][C:25]([C:52]([NH:50][CH2:49][CH:48]3[CH2:47][CH2:37]3)=[O:53])=[CH:24][CH:20]=2)=[CH:3][C:4]([C:5]([NH:7][CH:8]2[CH2:10][CH2:9]2)=[O:6])=[CH:11][CH:12]=1, predict the reactants needed to synthesize it. The reactants are: Br[C:2]1[CH:3]=[C:4]([CH:11]=[CH:12][C:13]=1[Cl:14])[C:5]([NH:7][CH:8]1[CH2:10][CH2:9]1)=[O:6].C1(C[C:19]2[CH:27]=[C:26](B3OC(C)(C)C(C)(C)O3)[CH:25]=[CH:24][C:20]=2C(N)=O)CC1.[C:37](=O)([O-])[O-].[Na+].[Na+].C(O[CH2:47][CH3:48])(=O)C.[CH3:49][N:50]([CH:52]=[O:53])C. (5) Given the product [CH3:28][C:27]1[CH:26]=[C:25]([O:29][CH2:30][CH2:31][CH2:32][S:33]([CH3:36])(=[O:35])=[O:34])[CH:24]=[C:23]([CH3:37])[C:22]=1[C:18]1[CH:19]=[CH:20][CH:21]=[C:16]([CH2:15][O:14][C:12]2[CH:11]=[CH:10][C:9]3[C@H:5]([CH2:4][C:3]([OH:38])=[O:2])[CH2:6][O:7][C:8]=3[CH:13]=2)[CH:17]=1, predict the reactants needed to synthesize it. The reactants are: C[O:2][C:3](=[O:38])[CH2:4][C@H:5]1[C:9]2[CH:10]=[CH:11][C:12]([O:14][CH2:15][C:16]3[CH:17]=[C:18]([C:22]4[C:27]([CH3:28])=[CH:26][C:25]([O:29][CH2:30][CH2:31][CH2:32][S:33]([CH3:36])(=[O:35])=[O:34])=[CH:24][C:23]=4[CH3:37])[CH:19]=[CH:20][CH:21]=3)=[CH:13][C:8]=2[O:7][CH2:6]1.CO.[OH-].[Na+].Cl. (6) The reactants are: [CH:1]1([C:4]2[C:13]3[C:8](=[CH:9][CH:10]=[CH:11][CH:12]=3)[CH:7]=[N:6][C:5]=2[NH2:14])[CH2:3][CH2:2]1.[Cl:15][C:16]1[CH:21]=[CH:20][C:19]([S:22](Cl)(=[O:24])=[O:23])=[CH:18][N:17]=1. Given the product [Cl:15][C:16]1[N:17]=[CH:18][C:19]([S:22]([NH:14][C:5]2[N:6]=[CH:7][C:8]3[C:13]([C:4]=2[CH:1]2[CH2:3][CH2:2]2)=[CH:12][CH:11]=[CH:10][CH:9]=3)(=[O:24])=[O:23])=[CH:20][CH:21]=1, predict the reactants needed to synthesize it. (7) The reactants are: [F:1][C:2]1[CH:3]=[C:4]([C:9]2[CH:14]=[CH:13][C:12]([C:15]([NH:17][C:18]3([C:26]([O:28][CH3:29])=[O:27])[CH2:25][CH2:24][CH2:23][CH2:22][CH2:21][CH2:20][CH2:19]3)=[O:16])=[C:11]([N+:30]([O-])=O)[CH:10]=2)[CH:5]=[CH:6][C:7]=1[F:8]. Given the product [NH2:30][C:11]1[CH:10]=[C:9]([C:4]2[CH:5]=[CH:6][C:7]([F:8])=[C:2]([F:1])[CH:3]=2)[CH:14]=[CH:13][C:12]=1[C:15]([NH:17][C:18]1([C:26]([O:28][CH3:29])=[O:27])[CH2:25][CH2:24][CH2:23][CH2:22][CH2:21][CH2:20][CH2:19]1)=[O:16], predict the reactants needed to synthesize it. (8) Given the product [N+:17]([CH2:20][CH2:21][NH:15][C:10]1[CH:11]=[CH:12][CH:13]=[CH:14][C:9]=1[B:4]1[O:3][C:2]([CH3:16])([CH3:1])[C:6]([CH3:7])([CH3:8])[O:5]1)([O-:19])=[O:18], predict the reactants needed to synthesize it. The reactants are: [CH3:1][C:2]1([CH3:16])[C:6]([CH3:8])([CH3:7])[O:5][B:4]([C:9]2[CH:14]=[CH:13][CH:12]=[CH:11][C:10]=2[NH2:15])[O:3]1.[N+:17]([CH2:20][CH2:21]OC(=O)C1C=CC=CC=1)([O-:19])=[O:18].CN1CCOCC1.